This data is from Peptide-MHC class I binding affinity with 185,985 pairs from IEDB/IMGT. The task is: Regression. Given a peptide amino acid sequence and an MHC pseudo amino acid sequence, predict their binding affinity value. This is MHC class I binding data. (1) The peptide sequence is VMPPRTLLL. The MHC is HLA-C04:01 with pseudo-sequence HLA-C04:01. The binding affinity (normalized) is 0.0847. (2) The peptide sequence is TPRDLGACI. The MHC is HLA-A03:01 with pseudo-sequence HLA-A03:01. The binding affinity (normalized) is 0.0508. (3) The peptide sequence is LIFHFFLFL. The MHC is HLA-A68:02 with pseudo-sequence HLA-A68:02. The binding affinity (normalized) is 0.214. (4) The peptide sequence is IHLDKGGQF. The MHC is HLA-B57:01 with pseudo-sequence HLA-B57:01. The binding affinity (normalized) is 0.0847. (5) The peptide sequence is VEVLLDTGADD. The MHC is Mamu-B03 with pseudo-sequence Mamu-B03. The binding affinity (normalized) is 0.